This data is from Full USPTO retrosynthesis dataset with 1.9M reactions from patents (1976-2016). The task is: Predict the reactants needed to synthesize the given product. (1) Given the product [C:22]([O:26][C:27](=[O:36])[NH:28][C:29]1[N:30]([CH3:35])[N:31]=[C:32]([CH3:34])[C:33]=1[F:21])([CH3:25])([CH3:24])[CH3:23], predict the reactants needed to synthesize it. The reactants are: [B-](F)(F)(F)F.[B-](F)(F)(F)F.C1[N+]2(CCl)CC[N+]([F:21])(CC2)C1.[C:22]([O:26][C:27](=[O:36])[NH:28][C:29]1[N:30]([CH3:35])[N:31]=[C:32]([CH3:34])[CH:33]=1)([CH3:25])([CH3:24])[CH3:23]. (2) Given the product [NH2:36][C:27]1[S:28][CH2:29][C@@H:30]2[CH2:31][C@@H:32]([O:34][CH3:35])[CH2:33][C@:25]2([C:23]2[CH:24]=[C:19]([NH:18][C:16]([C:13]3[CH:12]=[CH:11][C:10]([C:8]#[N:9])=[CH:15][N:14]=3)=[O:17])[CH:20]=[CH:21][C:22]=2[F:44])[N:26]=1, predict the reactants needed to synthesize it. The reactants are: FC(F)(F)C(O)=O.[C:8]([C:10]1[CH:11]=[CH:12][C:13]([C:16]([NH:18][C:19]2[CH:20]=[CH:21][C:22]([F:44])=[C:23]([C@:25]34[CH2:33][C@H:32]([O:34][CH3:35])[CH2:31][C@H:30]3[CH2:29][S:28][C:27]([NH:36]C(=O)OC(C)(C)C)=[N:26]4)[CH:24]=2)=[O:17])=[N:14][CH:15]=1)#[N:9].C(=O)(O)[O-].[Na+].